Task: Predict the reactants needed to synthesize the given product.. Dataset: Full USPTO retrosynthesis dataset with 1.9M reactions from patents (1976-2016) Given the product [N:18]1[CH:19]=[CH:20][CH:21]=[N:22][C:17]=1[NH:1][C@@H:2]1[CH2:7][CH2:6][C@H:5]([NH:8][C:9](=[O:15])[O:10][C:11]([CH3:12])([CH3:14])[CH3:13])[CH2:4][CH2:3]1, predict the reactants needed to synthesize it. The reactants are: [NH2:1][C@@H:2]1[CH2:7][CH2:6][C@H:5]([NH:8][C:9](=[O:15])[O:10][C:11]([CH3:14])([CH3:13])[CH3:12])[CH2:4][CH2:3]1.Cl[C:17]1[N:22]=[CH:21][CH:20]=[CH:19][N:18]=1.